Dataset: Catalyst prediction with 721,799 reactions and 888 catalyst types from USPTO. Task: Predict which catalyst facilitates the given reaction. (1) Reactant: [O:1]([C:13]1[CH:18]=[CH:17][CH:16]=[CH:15][C:14]=1[CH2:19][C:20]1[CH:25]=[CH:24][C:23]([O:26][CH3:27])=[CH:22][CH:21]=1)[C@@H:2]1[O:10][C@H:9]([CH2:11][OH:12])[C@@H:7]([OH:8])[C@H:5]([OH:6])[C@H:3]1[OH:4].C(N(CC)CC)C.Cl[C:36]([C:49]1[CH:54]=[CH:53][CH:52]=[CH:51][CH:50]=1)([C:43]1[CH:48]=[CH:47][CH:46]=[CH:45][CH:44]=1)[C:37]1[CH:42]=[CH:41][CH:40]=[CH:39][CH:38]=1.O. Product: [C:37]1([C:36]([C:43]2[CH:44]=[CH:45][CH:46]=[CH:47][CH:48]=2)([C:49]2[CH:50]=[CH:51][CH:52]=[CH:53][CH:54]=2)[O:12][CH2:11][C@H:9]2[O:10][C@@H:2]([O:1][C:13]3[CH:18]=[CH:17][CH:16]=[CH:15][C:14]=3[CH2:19][C:20]3[CH:21]=[CH:22][C:23]([O:26][CH3:27])=[CH:24][CH:25]=3)[C@H:3]([OH:4])[C@@H:5]([OH:6])[C@@H:7]2[OH:8])[CH:38]=[CH:39][CH:40]=[CH:41][CH:42]=1. The catalyst class is: 468. (2) Reactant: C(OC(=O)[NH:7][CH2:8][C:9]1[CH:14]=[CH:13][C:12]([NH:15][C:16]([C@@H:18]2[CH2:24][CH2:23][C@@H:22]3[CH2:25][N:19]2[C:20](=[O:31])[N:21]3[O:26][S:27]([OH:30])(=[O:29])=[O:28])=[O:17])=[CH:11][CH:10]=1)(C)(C)C.FC(F)(F)C(O)=O. Product: [NH2:7][CH2:8][C:9]1[CH:10]=[CH:11][C:12]([NH:15][C:16]([C@@H:18]2[CH2:24][CH2:23][C@@H:22]3[CH2:25][N:19]2[C:20](=[O:31])[N:21]3[O:26][S:27]([OH:30])(=[O:29])=[O:28])=[O:17])=[CH:13][CH:14]=1. The catalyst class is: 4. (3) Reactant: CC(OI1(OC(C)=O)(OC(C)=O)OC(=O)C2C=CC=CC1=2)=O.[O:23]1[C:27]([CH:28]([C:30]2[CH:35]=[CH:34][C:33]([O:36][CH:37]3[CH2:42][CH2:41][CH2:40][CH2:39][O:38]3)=[CH:32][CH:31]=2)[OH:29])=[CH:26][N:25]=[CH:24]1. Product: [O:23]1[C:27]([C:28]([C:30]2[CH:31]=[CH:32][C:33]([O:36][CH:37]3[CH2:42][CH2:41][CH2:40][CH2:39][O:38]3)=[CH:34][CH:35]=2)=[O:29])=[CH:26][N:25]=[CH:24]1. The catalyst class is: 2. (4) Reactant: [C:1]([C:5]1[O:9][N:8]=[C:7]([NH:10][C:11]([N:13]2[CH2:19][CH2:18][CH2:17][NH:16][CH2:15][CH2:14]2)=[O:12])[CH:6]=1)([CH3:4])([CH3:3])[CH3:2].[Cl:20][C:21]1[C:22](F)=[N:23][CH:24]=[C:25]([Cl:27])[CH:26]=1.[Na]. Product: [C:1]([C:5]1[O:9][N:8]=[C:7]([NH:10][C:11]([N:13]2[CH2:19][CH2:18][CH2:17][N:16]([C:22]3[C:21]([Cl:20])=[CH:26][C:25]([Cl:27])=[CH:24][N:23]=3)[CH2:15][CH2:14]2)=[O:12])[CH:6]=1)([CH3:4])([CH3:2])[CH3:3]. The catalyst class is: 16. (5) Reactant: [NH2:1][C:2]1[CH:27]=[C:26]([Cl:28])[CH:25]=[CH:24][C:3]=1[O:4][CH2:5][C:6]([N:8]1[CH2:13][C@H:12]([CH3:14])[N:11]([CH2:15][C:16]2[CH:21]=[CH:20][C:19]([F:22])=[CH:18][CH:17]=2)[CH2:10][C@H:9]1[CH3:23])=[O:7].N1C=CC=CC=1.Cl[C:36]([O:38][C:39]1[CH:44]=[CH:43][C:42]([N+:45]([O-:47])=[O:46])=[CH:41][CH:40]=1)=[O:37]. Product: [N+:45]([C:42]1[CH:41]=[CH:40][C:39]([O:38][C:36](=[O:37])[NH:1][C:2]2[CH:27]=[C:26]([Cl:28])[CH:25]=[CH:24][C:3]=2[O:4][CH2:5][C:6]([N:8]2[CH2:13][C@H:12]([CH3:14])[N:11]([CH2:15][C:16]3[CH:17]=[CH:18][C:19]([F:22])=[CH:20][CH:21]=3)[CH2:10][C@H:9]2[CH3:23])=[O:7])=[CH:44][CH:43]=1)([O-:47])=[O:46]. The catalyst class is: 4.